Dataset: Full USPTO retrosynthesis dataset with 1.9M reactions from patents (1976-2016). Task: Predict the reactants needed to synthesize the given product. (1) Given the product [CH3:1][C:2]1[CH:23]=[CH:22][CH:21]=[C:20]([CH3:24])[C:3]=1[CH2:4][O:5][C:6]1[CH:7]=[C:8]([CH2:12][CH2:13][CH2:14][C:15]([OH:17])=[O:16])[CH:9]=[CH:10][CH:11]=1, predict the reactants needed to synthesize it. The reactants are: [CH3:1][C:2]1[CH:23]=[CH:22][CH:21]=[C:20]([CH3:24])[C:3]=1[CH2:4][O:5][C:6]1[CH:7]=[C:8]([CH2:12][CH2:13][CH2:14][C:15]([O:17]CC)=[O:16])[CH:9]=[CH:10][CH:11]=1.[OH-].[Na+]. (2) Given the product [NH2:1][CH:2]([CH2:5][O:6][CH2:11][CH2:10][C:9]#[N:12])[CH2:3][O:4][CH2:11][CH2:10][C:9]#[N:12], predict the reactants needed to synthesize it. The reactants are: [NH2:1][CH:2]([CH2:5][OH:6])[CH2:3][OH:4].[OH-].[K+].[C:9](#[N:12])[CH:10]=[CH2:11].